From a dataset of Cav3 T-type calcium channel HTS with 100,875 compounds. Binary Classification. Given a drug SMILES string, predict its activity (active/inactive) in a high-throughput screening assay against a specified biological target. (1) The drug is Brc1cc(C2C3=C(NC(=C2C(=O)N2CCCCC2)C)CCCC3=O)cc(OCC)c1O. The result is 0 (inactive). (2) The compound is Clc1ccc(S(=O)(=O)N(CC(=O)N2CCc3c2cccc3)C)cc1. The result is 0 (inactive). (3) The molecule is O=C(N1CCCCC1)C1CCC(CC1)CNC1=C(N2CCCCC2)C(=O)C1=O. The result is 0 (inactive).